From a dataset of Catalyst prediction with 721,799 reactions and 888 catalyst types from USPTO. Predict which catalyst facilitates the given reaction. (1) The catalyst class is: 1. Reactant: C([Li])CCC.C(NC(C)C)(C)C.[CH3:13][C:14]1[O:15][C:16]2[CH:22]=[CH:21][C:20]([C:23]3[CH:28]=[CH:27][CH:26]=[CH:25][CH:24]=3)=[CH:19][C:17]=2[N:18]=1.[F:29][C:30]([F:47])([F:46])[C:31](=[O:45])[CH2:32][C:33]([C:36]1[CH:41]=[C:40]([F:42])[CH:39]=[CH:38][C:37]=1[O:43][CH3:44])([CH3:35])[CH3:34]. Product: [F:47][C:30]([F:29])([F:46])[C:31]([CH2:13][C:14]1[O:15][C:16]2[CH:22]=[CH:21][C:20]([C:23]3[CH:24]=[CH:25][CH:26]=[CH:27][CH:28]=3)=[CH:19][C:17]=2[N:18]=1)([OH:45])[CH2:32][C:33]([C:36]1[CH:41]=[C:40]([F:42])[CH:39]=[CH:38][C:37]=1[O:43][CH3:44])([CH3:35])[CH3:34]. (2) Reactant: [C:1](=[NH:23])([O:3][CH2:4][CH2:5][C:6]1[CH:11]=[CH:10][C:9]([O:12][C:13]2[CH:14]=[N:15][C:16]([C:19]([F:22])([F:21])[F:20])=[CH:17][CH:18]=2)=[CH:8][CH:7]=1)[NH2:2].[CH:24]([CH:26]([CH2:31][C:32]1[CH:33]=[N:34][N:35]([CH3:37])[CH:36]=1)[C:27](OC)=O)=[O:25].C([O-])([O-])=O.[K+].[K+]. Product: [CH3:37][N:35]1[CH:36]=[C:32]([CH2:31][C:26]2[C:24](=[O:25])[N:23]=[C:1]([O:3][CH2:4][CH2:5][C:6]3[CH:7]=[CH:8][C:9]([O:12][C:13]4[CH:14]=[N:15][C:16]([C:19]([F:22])([F:21])[F:20])=[CH:17][CH:18]=4)=[CH:10][CH:11]=3)[NH:2][CH:27]=2)[CH:33]=[N:34]1. The catalyst class is: 37. (3) The catalyst class is: 22. Product: [F:1][C:2]1[CH:3]=[CH:4][C:5]([C@H:8]2[N:12]([S:13]([C:16]3[CH:17]=[CH:18][C:19]([CH3:22])=[CH:20][CH:21]=3)(=[O:15])=[O:14])[C@H:11]([CH2:23][CH2:24][CH2:25][OH:26])[CH2:10][CH2:9]2)=[CH:6][CH:7]=1. Reactant: [F:1][C:2]1[CH:7]=[CH:6][C:5]([C@H:8]2[N:12]([S:13]([C:16]3[CH:21]=[CH:20][C:19]([CH3:22])=[CH:18][CH:17]=3)(=[O:15])=[O:14])[C@@H:11]([CH2:23][CH2:24][C:25](N)=[O:26])[CH2:10][CH2:9]2)=[CH:4][CH:3]=1. (4) Reactant: [CH2:1]([O:8][CH2:9][CH:10]=[O:11])[C:2]1[CH:7]=[CH:6][CH:5]=[CH:4][CH:3]=1.[CH2:12](O)[CH2:13][OH:14].O.C1(C)C=CC(S(O)(=O)=O)=CC=1.[OH-].[Na+]. Product: [CH2:1]([O:8][CH2:9][CH:10]1[O:14][CH2:13][CH2:12][O:11]1)[C:2]1[CH:7]=[CH:6][CH:5]=[CH:4][CH:3]=1. The catalyst class is: 802.